Predict which catalyst facilitates the given reaction. From a dataset of Catalyst prediction with 721,799 reactions and 888 catalyst types from USPTO. (1) Reactant: C(OC(=O)[NH:7][C:8]1[CH:13]=[CH:12][C:11]([CH3:14])=[C:10]([NH:15][C:16]2[C:21]([C:22]3[CH:27]=[C:26]([NH:28]CC4C=CC(OC)=CC=4OC)[N:25]=[CH:24][N:23]=3)=[CH:20][CH:19]=[CH:18][N:17]=2)[CH:9]=1)(C)(C)C.Cl. Product: [NH2:28][C:26]1[N:25]=[CH:24][N:23]=[C:22]([C:21]2[C:16]([NH:15][C:10]3[CH:9]=[C:8]([NH2:7])[CH:13]=[CH:12][C:11]=3[CH3:14])=[N:17][CH:18]=[CH:19][CH:20]=2)[CH:27]=1. The catalyst class is: 5. (2) Reactant: [NH2:1][C:2]1[CH:7]=[CH:6][CH:5]=[CH:4][C:3]=1[CH2:8][C:9]([O:11]C)=O.O=[C:14]1[CH2:19][CH2:18][N:17]([C:20]([O:22][C:23]([CH3:26])([CH3:25])[CH3:24])=[O:21])[CH2:16][CH2:15]1.C(O)(=O)C.C(O[BH-](OC(=O)C)OC(=O)C)(=O)C.[Na+]. The catalyst class is: 4. Product: [O:11]=[C:9]1[CH2:8][C:3]2[C:2](=[CH:7][CH:6]=[CH:5][CH:4]=2)[N:1]1[CH:14]1[CH2:19][CH2:18][N:17]([C:20]([O:22][C:23]([CH3:26])([CH3:25])[CH3:24])=[O:21])[CH2:16][CH2:15]1. (3) Reactant: [N:1]1[CH:6]=[CH:5][CH:4]=[CH:3][C:2]=1[C:7]([NH:9][C:10]1[C:11]([C:21]([OH:23])=O)=[N:12][N:13]([CH:15]2[CH2:20][CH2:19][CH2:18][CH2:17][O:16]2)[CH:14]=1)=[O:8].[NH2:24][C:25]([CH3:29])([CH3:28])[CH2:26][OH:27].CCN=C=NCCCN(C)C.C1C=CC2N(O)N=NC=2C=1.C(=O)([O-])O.[Na+]. Product: [OH:27][CH2:26][C:25]([NH:24][C:21]([C:11]1[C:10]([NH:9][C:7]([C:2]2[CH:3]=[CH:4][CH:5]=[CH:6][N:1]=2)=[O:8])=[CH:14][N:13]([CH:15]2[CH2:20][CH2:19][CH2:18][CH2:17][O:16]2)[N:12]=1)=[O:23])([CH3:29])[CH3:28]. The catalyst class is: 3. (4) Reactant: C([O:3][C:4](=[O:17])[CH2:5][C:6]1[CH:7]=[C:8]2[C:13](=[CH:14][CH:15]=1)[N:12]=[C:11]([CH3:16])[CH:10]=[CH:9]2)C.[OH-].[Li+]. Product: [CH3:16][C:11]1[CH:10]=[CH:9][C:8]2[C:13](=[CH:14][CH:15]=[C:6]([CH2:5][C:4]([OH:17])=[O:3])[CH:7]=2)[N:12]=1. The catalyst class is: 5. (5) Reactant: [C:1]([O:5][C:6](=[O:29])[CH2:7][N:8]1[C:13](=[O:14])[CH:12]=[C:11]([NH:15][C:16]2[CH:21]=[CH:20][C:19]([I:22])=[CH:18][C:17]=2[F:23])[C:10]([C:24]([O:26]CC)=[O:25])=[CH:9]1)([CH3:4])([CH3:3])[CH3:2].C([O-])([O-])=O.[K+].[K+]. Product: [C:1]([O:5][C:6](=[O:29])[CH2:7][N:8]1[C:13](=[O:14])[CH:12]=[C:11]([NH:15][C:16]2[CH:21]=[CH:20][C:19]([I:22])=[CH:18][C:17]=2[F:23])[C:10]([C:24]([OH:26])=[O:25])=[CH:9]1)([CH3:4])([CH3:2])[CH3:3]. The catalyst class is: 811. (6) Reactant: [CH3:1][Si:2]([C:5]#[CH:6])([CH3:4])[CH3:3].C([Li])CCC.C1CCCCC1.CN(P(N(C)C)(N(C)C)=O)C.Br[CH2:30][CH2:31][CH2:32][CH2:33][C:34]1[CH:35]=[C:36]2[C:41](=[N:42][CH:43]=1)[NH:40][C:39](=[O:44])[CH2:38][CH2:37]2.[Na]. Product: [CH3:1][Si:2]([CH3:4])([CH3:3])[C:5]#[C:6][CH2:30][CH2:31][CH2:32][CH2:33][C:34]1[CH:35]=[C:36]2[C:41](=[N:42][CH:43]=1)[NH:40][C:39](=[O:44])[CH2:38][CH2:37]2. The catalyst class is: 7.